Dataset: Full USPTO retrosynthesis dataset with 1.9M reactions from patents (1976-2016). Task: Predict the reactants needed to synthesize the given product. The reactants are: [CH2:1]([N:3]([CH2:11][CH2:12][N:13]1[C:22]2[C:17](=[CH:18][C:19]([NH:23][C:24]([C:26]3[S:27][CH:28]=[CH:29][CH:30]=3)=[NH:25])=[CH:20][CH:21]=2)[CH2:16][CH2:15][CH2:14]1)C(=O)OC(C)(C)C)[CH3:2].Cl. Given the product [CH2:1]([NH:3][CH2:11][CH2:12][N:13]1[C:22]2[C:17](=[CH:18][C:19]([NH:23][C:24]([C:26]3[S:27][CH:28]=[CH:29][CH:30]=3)=[NH:25])=[CH:20][CH:21]=2)[CH2:16][CH2:15][CH2:14]1)[CH3:2], predict the reactants needed to synthesize it.